Predict the reaction yield, written as a fraction of the theoretical maximum amount of product (1.0 means a 100% yield; for example, 0.34 means a 34% yield). From a dataset of Reaction yield outcomes from USPTO patents with 853,638 reactions. (1) The reactants are [CH:1]1[C:6]([CH:7]=O)=[CH:5][C:4]2[O:9][CH2:10][O:11][C:3]=2[CH:2]=1.N[CH:13]1[CH2:18][CH2:17][CH2:16][CH2:15][CH:14]1[NH2:19].[C:20]([BH3-])#[N:21].[Na+]. The catalyst is CO. The product is [CH2:10]1[O:11][C:3]2[CH:2]=[CH:1][C:6]([CH2:7][NH:19][C@@H:14]3[CH2:15][CH2:16][CH2:17][CH2:18][C@H:13]3[NH:21][CH2:20][C:1]3[CH:6]=[CH:5][C:4]4[O:9][CH2:10][O:11][C:3]=4[CH:2]=3)=[CH:5][C:4]=2[O:9]1. The yield is 0.300. (2) The reactants are [NH2:1][C:2]1[CH:7]=[CH:6][CH:5]=[CH:4][C:3]=1[NH:8][C:9]([C:11]1[N:12]=[CH:13][C:14]2[C:19]([CH:20]=1)=[CH:18][CH:17]=[C:16]([N:21]1[CH2:26][CH2:25][N:24](C(OC(C)(C)C)=O)[CH2:23][CH2:22]1)[CH:15]=2)=[O:10].C(O)(C(F)(F)F)=O. The catalyst is C(Cl)Cl. The product is [NH2:1][C:2]1[CH:7]=[CH:6][CH:5]=[CH:4][C:3]=1[NH:8][C:9]([C:11]1[N:12]=[CH:13][C:14]2[C:19]([CH:20]=1)=[CH:18][CH:17]=[C:16]([N:21]1[CH2:22][CH2:23][NH:24][CH2:25][CH2:26]1)[CH:15]=2)=[O:10]. The yield is 0.700. (3) The reactants are [O:1]=[CH:2][C:3]1[CH:11]=[CH:10][C:7]([O:8][CH3:9])=[C:5]([OH:6])[CH:4]=1.[CH3:12][C:13]1C=CC(S(OCCC#C)(=O)=O)=[CH:15][CH:14]=1. No catalyst specified. The product is [CH2:15]([O:6][C:5]1[CH:4]=[C:3]([CH:11]=[CH:10][C:7]=1[O:8][CH3:9])[CH:2]=[O:1])[CH2:14][C:13]#[CH:12]. The yield is 0.350. (4) The catalyst is C1C=CC([P]([Pd]([P](C2C=CC=CC=2)(C2C=CC=CC=2)C2C=CC=CC=2)([P](C2C=CC=CC=2)(C2C=CC=CC=2)C2C=CC=CC=2)[P](C2C=CC=CC=2)(C2C=CC=CC=2)C2C=CC=CC=2)(C2C=CC=CC=2)C2C=CC=CC=2)=CC=1. The yield is 0.370. The reactants are Br[C:2]1[N:10]([CH2:11][C:12]2[CH:17]=[CH:16][C:15]([O:18][CH3:19])=[CH:14][CH:13]=2)[C:9]2[C:8](=[O:20])[N:7]3[C:21]([CH3:24])=[N:22][N:23]=[C:6]3[N:5]([CH2:25][CH2:26][CH2:27][CH2:28][CH3:29])[C:4]=2[N:3]=1.[CH3:30][N:31]1[CH:35]=[C:34](B2OC(C)(C)C(C)(C)O2)[CH:33]=[N:32]1.C(=O)([O-])[O-].[Na+].[Na+].C1(C)C=CC=CC=1. The product is [CH3:19][O:18][C:15]1[CH:16]=[CH:17][C:12]([CH2:11][N:10]2[C:9]3[C:8](=[O:20])[N:7]4[C:21]([CH3:24])=[N:22][N:23]=[C:6]4[N:5]([CH2:25][CH2:26][CH2:27][CH2:28][CH3:29])[C:4]=3[N:3]=[C:2]2[C:34]2[CH:33]=[N:32][N:31]([CH3:30])[CH:35]=2)=[CH:13][CH:14]=1. (5) The reactants are [C:1]([N:4]([CH2:44][CH2:45][N:46]1[CH2:51][CH2:50][S:49](=[O:53])(=[O:52])[CH2:48][CH2:47]1)[C@:5]12[CH2:40][CH2:39][C@@H:38]([C:41]([CH3:43])=[CH2:42])[C@@H:6]1[C@@H:7]1[C@@:20]([CH3:23])([CH2:21][CH2:22]2)[C@@:19]2([CH3:24])[C@@H:10]([C@:11]3([CH3:37])[C@@H:16]([CH2:17][CH2:18]2)[C:15]([CH3:26])([CH3:25])[C:14]([C:27]2[CH:36]=[CH:35][C:30]([C:31]([O:33]C)=[O:32])=[CH:29][CH:28]=2)=[CH:13][CH2:12]3)[CH2:9][CH2:8]1)(=[O:3])[CH3:2].[OH-].[Na+]. The catalyst is O1CCOCC1. The product is [C:1]([N:4]([CH2:44][CH2:45][N:46]1[CH2:51][CH2:50][S:49](=[O:52])(=[O:53])[CH2:48][CH2:47]1)[C@:5]12[CH2:40][CH2:39][C@@H:38]([C:41]([CH3:43])=[CH2:42])[C@@H:6]1[C@@H:7]1[C@@:20]([CH3:23])([CH2:21][CH2:22]2)[C@@:19]2([CH3:24])[C@@H:10]([C@:11]3([CH3:37])[C@@H:16]([CH2:17][CH2:18]2)[C:15]([CH3:25])([CH3:26])[C:14]([C:27]2[CH:28]=[CH:29][C:30]([C:31]([OH:33])=[O:32])=[CH:35][CH:36]=2)=[CH:13][CH2:12]3)[CH2:9][CH2:8]1)(=[O:3])[CH3:2]. The yield is 0.330. (6) The reactants are [NH:1]1[CH2:7][CH2:6][CH2:5][C@H:2]1[CH2:3][OH:4].[CH2:8]([CH:10]1O[CH2:11]1)[Cl:9]. No catalyst specified. The product is [Cl:9][CH2:8][C@@H:10]1[O:4][CH2:3][C@@H:2]2[CH2:5][CH2:6][CH2:7][N:1]2[CH2:11]1. The yield is 0.150. (7) The reactants are [C:1]1([CH:7]([C:9]2[CH:14]=[CH:13][CH:12]=[C:11]([C:15]([F:18])([F:17])[F:16])[CH:10]=2)O)[CH:6]=[CH:5][CH:4]=[CH:3][CH:2]=1.S(Cl)(Cl)=O.[NH:23]1[CH2:28][CH2:27][NH:26][CH2:25][CH2:24]1. The catalyst is C(Cl)Cl.CC#N. The product is [C:1]1([CH:7]([C:9]2[CH:14]=[CH:13][CH:12]=[C:11]([C:15]([F:18])([F:17])[F:16])[CH:10]=2)[N:23]2[CH2:28][CH2:27][NH:26][CH2:25][CH2:24]2)[CH:6]=[CH:5][CH:4]=[CH:3][CH:2]=1. The yield is 0.850.